Dataset: Reaction yield outcomes from USPTO patents with 853,638 reactions. Task: Predict the reaction yield, written as a fraction of the theoretical maximum amount of product (1.0 means a 100% yield; for example, 0.34 means a 34% yield). (1) The reactants are [NH:1]1[C:9]2[C:4](=[CH:5][C:6]([N:10]3[CH:14]=[C:13]([C:15]([O:17]CC)=[O:16])[C:12]([C:20]([F:23])([F:22])[F:21])=[N:11]3)=[CH:7][CH:8]=2)[CH:3]=[CH:2]1.[OH-].[Na+]. The catalyst is CCO.C1COCC1. The product is [NH:1]1[C:9]2[C:4](=[CH:5][C:6]([N:10]3[CH:14]=[C:13]([C:15]([OH:17])=[O:16])[C:12]([C:20]([F:23])([F:22])[F:21])=[N:11]3)=[CH:7][CH:8]=2)[CH:3]=[CH:2]1. The yield is 0.770. (2) The catalyst is O. The yield is 0.487. The reactants are [C:1]([O:5][C:6](=[O:20])[NH:7][C@H:8]1[CH2:11][C@H:10]([NH:12][C:13]2[C:18]([NH2:19])=[CH:17][CH:16]=[CH:15][N:14]=2)[CH2:9]1)([CH3:4])([CH3:3])[CH3:2].[C:21](OC)(OC)(OC)[O:22][CH3:23].C(O)(=O)CC. The product is [C:1]([O:5][C:6](=[O:20])[NH:7][C@H:8]1[CH2:11][C@H:10]([N:12]2[C:13]3=[N:14][CH:15]=[CH:16][CH:17]=[C:18]3[N:19]=[C:21]2[O:22][CH3:23])[CH2:9]1)([CH3:4])([CH3:2])[CH3:3]. (3) The reactants are [C:1]([C:3]1[CH:8]=[CH:7][C:6]([C:9]2([O:12][CH2:13][C:14]([CH3:17])([CH3:16])[CH3:15])[CH2:11][CH2:10]2)=[CH:5][C:4]=1C)#[CH:2].[CH2:19]([O:21][C:22](=[O:30])[C:23]1[CH:28]=[CH:27][C:26](I)=[CH:25][CH:24]=1)[CH3:20].[CH2:31](N(CC)CC)C. The catalyst is [Cu]I.Cl[Pd](Cl)([P](C1C=CC=CC=1)(C1C=CC=CC=1)C1C=CC=CC=1)[P](C1C=CC=CC=1)(C1C=CC=CC=1)C1C=CC=CC=1. The product is [CH3:15][C:14]([CH3:17])([CH3:16])[CH2:13][O:12][C:9]1([C:6]2[CH:7]=[CH:8][C:3]([C:1]#[C:2][C:26]3[CH:27]=[CH:28][C:23]([C:22]([O:21][CH2:19][CH3:20])=[O:30])=[CH:24][CH:25]=3)=[CH:4][C:5]=2[CH3:31])[CH2:11][CH2:10]1. The yield is 0.500. (4) The reactants are [OH:1][C@@H:2]1[CH2:6][CH2:5][NH:4][CH2:3]1.[Cl:7][CH2:8][CH:9]=O.C([O-])(O)=O.[Na+]. The catalyst is CO.CC(O)=O.Cl. The product is [Cl:7][CH2:8][CH2:9][N:4]1[CH2:5][CH2:6][C@@H:2]([OH:1])[CH2:3]1. The yield is 0.230.